From a dataset of Full USPTO retrosynthesis dataset with 1.9M reactions from patents (1976-2016). Predict the reactants needed to synthesize the given product. (1) Given the product [CH3:1][O:2][C:3]([C:5]1[S:6][C:7]([C:11]2[CH2:16][CH2:15][C:14]([CH3:18])([CH3:17])[CH2:13][CH:12]=2)=[CH:8][C:9]=1[NH:10][C@H:27]1[CH2:26][CH2:25][C@H:24]([N:19]2[CH:23]=[N:22][CH:21]=[N:20]2)[CH2:30][CH2:31]1)=[O:4], predict the reactants needed to synthesize it. The reactants are: [CH3:1][O:2][C:3]([C:5]1[S:6][C:7]([C:11]2[CH2:16][CH2:15][C:14]([CH3:18])([CH3:17])[CH2:13][CH:12]=2)=[CH:8][C:9]=1[NH2:10])=[O:4].[N:19]1([CH:24]([CH2:30][CH3:31])[CH2:25][CH2:26][C:27](=O)C)[CH:23]=[N:22][CH:21]=[N:20]1.C([Sn](Cl)(Cl)CCCC)CCC.C1([SiH3])C=CC=CC=1. (2) Given the product [CH3:6][NH:7][CH2:9][C:10]([NH:11][CH2:12][CH2:13][CH2:14][CH2:15][CH2:16][N:17]1[CH2:21][CH2:20][C@@H:19]([C:22]([C:29]2[CH:30]=[CH:31][CH:32]=[CH:33][CH:34]=2)([C:23]2[CH:28]=[CH:27][CH:26]=[CH:25][CH:24]=2)[C:35]([NH2:36])=[O:37])[CH2:18]1)=[O:38], predict the reactants needed to synthesize it. The reactants are: C(O[C:6](=O)[N:7]([CH2:9][C:10](=[O:38])[NH:11][CH2:12][CH2:13][CH2:14][CH2:15][CH2:16][N:17]1[CH2:21][CH2:20][C@@H:19]([C:22]([C:35](=[O:37])[NH2:36])([C:29]2[CH:34]=[CH:33][CH:32]=[CH:31][CH:30]=2)[C:23]2[CH:28]=[CH:27][CH:26]=[CH:25][CH:24]=2)[CH2:18]1)C)(C)(C)C.Cl.C(O)(C(F)(F)F)=O.